This data is from Forward reaction prediction with 1.9M reactions from USPTO patents (1976-2016). The task is: Predict the product of the given reaction. Given the reactants [C:1]1(=[O:11])[NH:5][C:4](=[O:6])[C:3]2=[CH:7][CH:8]=[CH:9][CH:10]=[C:2]12.Cl[CH2:13][C:14]1[N:18]=[CH:17][O:16][N:15]=1.C(=O)([O-])[O-].[Cs+].[Cs+].O, predict the reaction product. The product is: [O:16]1[CH:17]=[N:18][C:14]([CH2:13][N:5]2[C:1](=[O:11])[C:2]3=[CH:10][CH:9]=[CH:8][CH:7]=[C:3]3[C:4]2=[O:6])=[N:15]1.